This data is from Full USPTO retrosynthesis dataset with 1.9M reactions from patents (1976-2016). The task is: Predict the reactants needed to synthesize the given product. (1) Given the product [ClH:17].[NH2:7][C@@H:8]([C:11]1[C:12]([F:26])=[C:13]([C:14]([Cl:17])=[CH:15][CH:16]=1)[O:18][C:19]1[CH:24]=[CH:23][N:22]=[C:21]([NH2:25])[CH:20]=1)[CH2:9][CH3:10], predict the reactants needed to synthesize it. The reactants are: C(OC(=O)[NH:7][C@@H:8]([C:11]1[CH:16]=[CH:15][C:14]([Cl:17])=[C:13]([O:18][C:19]2[CH:24]=[CH:23][N:22]=[C:21]([NH2:25])[CH:20]=2)[C:12]=1[F:26])[CH2:9][CH3:10])(C)(C)C.Cl. (2) Given the product [F:20][C:21]1[CH:29]=[CH:28][C:27]([CH3:30])=[CH:26][C:22]=1[C:23]([NH:1][C:2]1[CH:3]=[C:4]([C:8]#[C:9][C:10]2[CH:11]=[N:12][CH:13]=[C:14]([CH:19]=2)[C:15]([O:17][CH3:18])=[O:16])[CH:5]=[CH:6][CH:7]=1)=[O:24], predict the reactants needed to synthesize it. The reactants are: [NH2:1][C:2]1[CH:3]=[C:4]([C:8]#[C:9][C:10]2[CH:11]=[N:12][CH:13]=[C:14]([CH:19]=2)[C:15]([O:17][CH3:18])=[O:16])[CH:5]=[CH:6][CH:7]=1.[F:20][C:21]1[CH:29]=[CH:28][C:27]([CH3:30])=[CH:26][C:22]=1[C:23](O)=[O:24]. (3) Given the product [F:1][C:2]1[CH:28]=[CH:27][C:5]([CH2:6][N:7]2[CH2:8][CH:9]([S:11][C:12]3[C@H:13]([CH3:26])[C@@H:14]4[C@@H:21]([C@H:22]([OH:24])[CH3:23])[C:20](=[O:25])[N:15]4[C:16]=3[C:17]([O:19][CH:33]([O:32][C:29](=[O:31])[CH3:30])[CH3:34])=[O:18])[CH2:10]2)=[CH:4][CH:3]=1, predict the reactants needed to synthesize it. The reactants are: [F:1][C:2]1[CH:28]=[CH:27][C:5]([CH2:6][N:7]2[CH2:10][CH:9]([S:11][C:12]3[C@H:13]([CH3:26])[C@@H:14]4[C@@H:21]([C@H:22]([OH:24])[CH3:23])[C:20](=[O:25])[N:15]4[C:16]=3[C:17]([OH:19])=[O:18])[CH2:8]2)=[CH:4][CH:3]=1.[C:29]([O:32][CH:33](Br)[CH3:34])(=[O:31])[CH3:30].C(N(CC)C(C)C)(C)C. (4) Given the product [CH3:8][O:9][C:10](=[O:21])[C:11]1[CH:16]=[C:15]([N:3]2[CH:4]=[CH:5][CH:6]=[CH:7][C:2]2=[O:1])[CH:14]=[CH:13][C:12]=1[N+:18]([O-:20])=[O:19], predict the reactants needed to synthesize it. The reactants are: [OH:1][C:2]1[CH:7]=[CH:6][CH:5]=[CH:4][N:3]=1.[CH3:8][O:9][C:10](=[O:21])[C:11]1[CH:16]=[C:15](F)[CH:14]=[CH:13][C:12]=1[N+:18]([O-:20])=[O:19].O. (5) The reactants are: C(=O)C1C=CC=CC=1.[C:9]([C:12]1[CH:13]=[C:14]([CH:36]=[CH:37][CH:38]=1)[CH2:15][NH:16][C:17]1[CH:18]=[C:19]2[C:24](=[CH:25][CH:26]=1)[N:23]=[C:22]([N:27]1[CH:31]=[C:30]([C:32]([OH:34])=[O:33])[CH:29]=[N:28]1)[NH:21][C:20]2=[O:35])(=O)[NH2:10].NC1C=C2C(=CC=1)N=C(N1C=C(C(O)=O)C=N1)NC2=O. Given the product [C:9]([C:12]1[CH:13]=[C:14]([CH:36]=[CH:37][CH:38]=1)[CH2:15][NH:16][C:17]1[CH:18]=[C:19]2[C:24](=[CH:25][CH:26]=1)[N:23]=[C:22]([N:27]1[CH:31]=[C:30]([C:32]([OH:34])=[O:33])[CH:29]=[N:28]1)[NH:21][C:20]2=[O:35])#[N:10], predict the reactants needed to synthesize it. (6) Given the product [OH:12][C:10]1[C:11]2[CH:24]=[CH:23][C:22]([CH3:26])([CH3:21])[O:1][C:2]=2[C:3]2[C:4]([CH2:18][CH2:19][CH3:20])=[CH:5][C:6](=[O:17])[O:7][C:8]=2[C:9]=1[C:13](=[O:16])[CH2:14][CH3:15], predict the reactants needed to synthesize it. The reactants are: [OH:1][C:2]1[CH:11]=[C:10]([OH:12])[C:9]([C:13](=[O:16])[CH2:14][CH3:15])=[C:8]2[C:3]=1[C:4]([CH2:18][CH2:19][CH3:20])=[CH:5][C:6](=[O:17])[O:7]2.[CH3:21][C:22]([CH3:26])=[CH:23][CH:24]=O.O.C1(C)C=CC(S(O)(=O)=O)=CC=1. (7) Given the product [Cl:14][C:11]1[N:10]=[N:9][C:5]([O:26][C:27]2[CH:34]=[CH:33][CH:32]=[C:31]3[C:28]=2[CH2:29][CH:30]3[CH2:35][CH2:36][CH2:37][OH:46])=[C:2]([OH:4])[CH:3]=1, predict the reactants needed to synthesize it. The reactants are: C[C:2]([CH3:5])([O-:4])[CH3:3].[K+].ClC1[N:9]=[N+:10]([O-])[C:11]([Cl:14])=CC=1.[Cl-].[NH4+].ClC1[N+]([O-])=NC([O:26][C:27]2[CH:34]=[CH:33][CH:32]=[C:31]3[C:28]=2[CH2:29][CH:30]3[CH2:35][CH2:36][CH2:37]Cl)=CC=1.ClC1N=[N+]([O-])C([O:46]C2C=CC=C3C=2CC3CCCCl)=CC=1.